This data is from Forward reaction prediction with 1.9M reactions from USPTO patents (1976-2016). The task is: Predict the product of the given reaction. (1) Given the reactants [CH3:1][C:2]1[CH:3]=[C:4]([NH:15][C:16]2[C:25]3[C:20](=[CH:21][CH:22]=[C:23]([C:26]#[C:27][CH:28]4[CH2:33][CH2:32][CH2:31][NH:30][CH2:29]4)[CH:24]=3)[N:19]=[CH:18][N:17]=2)[CH:5]=[CH:6][C:7]=1[O:8][C:9]1[CH:14]=[CH:13][CH:12]=[CH:11][CH:10]=1.O=[CH:35][CH2:36][NH:37]C(=O)OC(C)(C)C.[BH3-]C#N.[Na+].Cl, predict the reaction product. The product is: [NH2:37][CH2:36][CH2:35][N:30]1[CH2:31][CH2:32][CH2:33][CH:28]([C:27]#[C:26][C:23]2[CH:24]=[C:25]3[C:20](=[CH:21][CH:22]=2)[N:19]=[CH:18][N:17]=[C:16]3[NH:15][C:4]2[CH:5]=[CH:6][C:7]([O:8][C:9]3[CH:14]=[CH:13][CH:12]=[CH:11][CH:10]=3)=[C:2]([CH3:1])[CH:3]=2)[CH2:29]1. (2) Given the reactants [Cl:1][C:2]1[CH:7]=[CH:6][N:5]=[C:4]2[CH:8]=[C:9]([C:11]([O-:13])=O)[S:10][C:3]=12.[Li+].S(Cl)(Cl)=O.C(Cl)Cl.[NH:22]1[CH2:26][CH2:25][C@@H:24]([OH:27])[CH2:23]1, predict the reaction product. The product is: [OH:27][C@@H:24]1[CH2:25][CH2:26][N:22]([C:11]([C:9]2[S:10][C:3]3[C:4](=[N:5][CH:6]=[CH:7][C:2]=3[Cl:1])[CH:8]=2)=[O:13])[CH2:23]1. (3) The product is: [CH3:1][O:2][C:3](=[O:12])[CH:4]([Br:13])[C:5]1[CH:10]=[CH:9][C:8]([Cl:11])=[CH:7][CH:6]=1. Given the reactants [CH3:1][O:2][C:3](=[O:12])[CH2:4][C:5]1[CH:10]=[CH:9][C:8]([Cl:11])=[CH:7][CH:6]=1.[Br:13]N1C(=O)CCC1=O.C(OOC(=O)C1C=CC=CC=1)(=O)C1C=CC=CC=1, predict the reaction product. (4) Given the reactants [F:1][C:2]1[CH:11]=[C:10]([F:12])[CH:9]=[C:8]2[C:3]=1[CH:4]=[CH:5][C:6](=[O:13])[NH:7]2.[H-].[Na+].[CH2:16]([O:23][C:24]([NH:26][C@@H:27]1[CH2:32][CH2:31][N:30]([CH2:33][CH2:34]Cl)[CH2:29][C@@H:28]1[C:36]([O:38][CH3:39])=[O:37])=[O:25])[C:17]1[CH:22]=[CH:21][CH:20]=[CH:19][CH:18]=1.C(OC(=O)NC1CCN(CCN2C3C(=CC=C(F)C=3F)C=CC2=O)CC1)(C)(C)C, predict the reaction product. The product is: [CH2:16]([O:23][C:24]([NH:26][C@@H:27]1[CH2:32][CH2:31][N:30]([CH2:33][CH2:34][N:7]2[C:8]3[C:3](=[C:2]([F:1])[CH:11]=[C:10]([F:12])[CH:9]=3)[CH:4]=[CH:5][C:6]2=[O:13])[CH2:29][C@@H:28]1[C:36]([O:38][CH3:39])=[O:37])=[O:25])[C:17]1[CH:18]=[CH:19][CH:20]=[CH:21][CH:22]=1.